This data is from Forward reaction prediction with 1.9M reactions from USPTO patents (1976-2016). The task is: Predict the product of the given reaction. (1) Given the reactants [NH2:1][C:2]1[C:3]([C:12]([N:14]([CH2:26][CH:27]2[CH2:32][CH2:31][CH2:30][CH2:29][CH2:28]2)[CH2:15][C:16]([O:18][CH2:19][C:20]2[CH:25]=[CH:24][CH:23]=[CH:22][CH:21]=2)=[O:17])=[O:13])=[CH:4][C:5]2[C:10]([CH:11]=1)=[CH:9][CH:8]=[CH:7][CH:6]=2.C(N(CC)CC)C.[N:40]([C:43]1[C:48]([CH3:49])=[CH:47][CH:46]=[CH:45][C:44]=1[CH3:50])=[C:41]=[O:42], predict the reaction product. The product is: [CH:27]1([CH2:26][N:14]([C:12]([C:3]2[C:2]([NH:1][C:41]([NH:40][C:43]3[C:44]([CH3:50])=[CH:45][CH:46]=[CH:47][C:48]=3[CH3:49])=[O:42])=[CH:11][C:10]3[C:5](=[CH:6][CH:7]=[CH:8][CH:9]=3)[CH:4]=2)=[O:13])[CH2:15][C:16]([O:18][CH2:19][C:20]2[CH:25]=[CH:24][CH:23]=[CH:22][CH:21]=2)=[O:17])[CH2:32][CH2:31][CH2:30][CH2:29][CH2:28]1. (2) Given the reactants [Cl:1][C:2]1[CH:3]=[C:4]([C:8]2[C:17]3[C:12](=[CH:13][CH:14]=[C:15]([C:18]([C:25]4[N:29]([CH3:30])[CH:28]=[N:27][CH:26]=4)([C:20]4[S:21][CH:22]=[CH:23][N:24]=4)[OH:19])[CH:16]=3)[N:11]=[C:10]([O:31]C)[CH:9]=2)[CH:5]=[CH:6][CH:7]=1.[NH4+].[OH-], predict the reaction product. The product is: [Cl:1][C:2]1[CH:3]=[C:4]([C:8]2[C:17]3[C:12](=[CH:13][CH:14]=[C:15]([C:18]([OH:19])([C:25]4[N:29]([CH3:30])[CH:28]=[N:27][CH:26]=4)[C:20]4[S:21][CH:22]=[CH:23][N:24]=4)[CH:16]=3)[NH:11][C:10](=[O:31])[CH:9]=2)[CH:5]=[CH:6][CH:7]=1. (3) Given the reactants [OH:1][C:2]1[C:7]([NH2:8])=[CH:6][CH:5]=[CH:4][C:3]=1[C:9]1[CH:14]=[CH:13][C:12]([C:15]2[NH:16][CH2:17][CH2:18][N:19]=2)=[CH:11][CH:10]=1.[N:20]([O-])=O.[Na+].[CH2:24]1[C:32]2[C:27](=[CH:28][C:29]([N:33]3[C:37](=[O:38])[CH2:36][C:35]([CH3:39])=[N:34]3)=[CH:30][CH:31]=2)[CH2:26][CH2:25]1.C(=O)(O)[O-].[Na+], predict the reaction product. The product is: [NH:19]1[CH2:18][CH2:17][N:16]=[C:15]1[C:12]1[CH:11]=[CH:10][C:9]([C:3]2[CH:4]=[CH:5][CH:6]=[C:7]([NH:8][N:20]=[C:36]3[C:35]([CH3:39])=[N:34][N:33]([C:29]4[CH:28]=[C:27]5[C:32](=[CH:31][CH:30]=4)[CH2:24][CH2:25][CH2:26]5)[C:37]3=[O:38])[C:2]=2[OH:1])=[CH:14][CH:13]=1. (4) Given the reactants C(=O)([O-])[O-].[K+].[K+].[F:7][C:8]1[CH:13]=[C:12]([N+:14]([O-:16])=[O:15])[CH:11]=[CH:10][C:9]=1[CH:17]1[CH2:22][CH2:21][S:20](=[O:24])(=[O:23])[NH:19][CH2:18]1.[CH2:25](Br)[CH:26]=[CH2:27], predict the reaction product. The product is: [F:7][C:8]1[CH:13]=[C:12]([N+:14]([O-:16])=[O:15])[CH:11]=[CH:10][C:9]=1[CH:17]1[CH2:22][CH2:21][S:20](=[O:24])(=[O:23])[N:19]([CH2:27][CH:26]=[CH2:25])[CH2:18]1. (5) Given the reactants C([Si](C)(C)[O:6][C:7]1[C:8]([F:25])=[C:9]([C@H:14]([NH:18][S@:19]([C:21]([CH3:24])([CH3:23])[CH3:22])=[O:20])[CH:15]2[CH2:17][CH2:16]2)[CH:10]=[CH:11][C:12]=1[Cl:13])(C)(C)C.O.[F-].[Cs+], predict the reaction product. The product is: [Cl:13][C:12]1[CH:11]=[CH:10][C:9]([C@H:14]([NH:18][S@:19]([C:21]([CH3:22])([CH3:23])[CH3:24])=[O:20])[CH:15]2[CH2:16][CH2:17]2)=[C:8]([F:25])[C:7]=1[OH:6].